This data is from Reaction yield outcomes from USPTO patents with 853,638 reactions. The task is: Predict the reaction yield, written as a fraction of the theoretical maximum amount of product (1.0 means a 100% yield; for example, 0.34 means a 34% yield). The reactants are [F:1][C:2]1[CH:3]=[C:4](B(O)O)[CH:5]=[C:6]([F:9])[C:7]=1[F:8].[NH2:13][C:14]1[N:15]=[C:16]([N:25]2[CH2:30][CH2:29][N:28]([C:31](=[O:41])[CH2:32][O:33][C:34]3[CH:39]=[CH:38][C:37]([Cl:40])=[CH:36][CH:35]=3)[CH2:27][CH2:26]2)[C:17]2[N:23]=[C:22](Cl)[CH:21]=[CH:20][C:18]=2[N:19]=1. No catalyst specified. The product is [NH2:13][C:14]1[N:15]=[C:16]([N:25]2[CH2:26][CH2:27][N:28]([C:31](=[O:41])[CH2:32][O:33][C:34]3[CH:39]=[CH:38][C:37]([Cl:40])=[CH:36][CH:35]=3)[CH2:29][CH2:30]2)[C:17]2[N:23]=[C:22]([C:4]3[CH:3]=[C:2]([F:1])[C:7]([F:8])=[C:6]([F:9])[CH:5]=3)[CH:21]=[CH:20][C:18]=2[N:19]=1. The yield is 1.00.